From a dataset of Reaction yield outcomes from USPTO patents with 853,638 reactions. Predict the reaction yield, written as a fraction of the theoretical maximum amount of product (1.0 means a 100% yield; for example, 0.34 means a 34% yield). The reactants are [Cl:1][C:2]1[CH:7]=[CH:6][C:5]([C:8]2([C:14](=[O:16])[CH3:15])[CH2:13][CH2:12][NH:11][CH2:10][CH2:9]2)=[CH:4][CH:3]=1.C(N(CC)CC)C.[C:24](O[C:24]([O:26][C:27]([CH3:30])([CH3:29])[CH3:28])=[O:25])([O:26][C:27]([CH3:30])([CH3:29])[CH3:28])=[O:25]. The catalyst is ClCCl. The product is [C:27]([O:26][C:24]([N:11]1[CH2:12][CH2:13][C:8]([C:14](=[O:16])[CH3:15])([C:5]2[CH:6]=[CH:7][C:2]([Cl:1])=[CH:3][CH:4]=2)[CH2:9][CH2:10]1)=[O:25])([CH3:30])([CH3:29])[CH3:28]. The yield is 0.670.